This data is from Forward reaction prediction with 1.9M reactions from USPTO patents (1976-2016). The task is: Predict the product of the given reaction. (1) Given the reactants Br[C@H:2]([CH2:6][C:7](OC(C)(C)C)=[O:8])[C:3]([OH:5])=[O:4].O.ON1C2C=CC=CC=2N=N1.C1CCC(N=C=NC2CCCCC2)CC1.[NH2:40][C@H:41]([C:51]1[CH:56]=[CH:55][C:54]([Cl:57])=[CH:53][CH:52]=1)[C@@H:42]([C:44]1[CH:49]=[CH:48][CH:47]=[C:46]([Cl:50])[CH:45]=1)[OH:43], predict the reaction product. The product is: [Cl:50][C:46]1[CH:45]=[C:44]([C@@H:42]2[C@@H:41]([C:51]3[CH:56]=[CH:55][C:54]([Cl:57])=[CH:53][CH:52]=3)[NH:40][C:7](=[O:8])[C@H:6]([CH2:2][C:3]([OH:5])=[O:4])[O:43]2)[CH:49]=[CH:48][CH:47]=1. (2) Given the reactants [CH3:1][NH:2][C@@H:3]1[CH2:12][C:11]2[C:6](=[CH:7][CH:8]=[CH:9][CH:10]=2)[NH:5][CH2:4]1.[CH2:13]([O:20][C:21](ON1C(=O)CCC1=O)=[O:22])[C:14]1[CH:19]=[CH:18][CH:17]=[CH:16][CH:15]=1.C(O)(=O)/C=C\C(O)=O.CN[C@@H]1CC2C(=CC=CC=2)NC1, predict the reaction product. The product is: [CH3:1][N:2]([C@@H:3]1[CH2:12][C:11]2[C:6](=[CH:7][CH:8]=[CH:9][CH:10]=2)[NH:5][CH2:4]1)[C:21](=[O:22])[O:20][CH2:13][C:14]1[CH:19]=[CH:18][CH:17]=[CH:16][CH:15]=1. (3) Given the reactants [F:1][C:2]1[CH:3]=[C:4]([CH2:12][C:13]([NH:15][C:16]2[C:25]([CH3:26])=[CH:24][CH:23]=[C:22]3[C:17]=2[CH:18]=[CH:19][N:20]([C@H:28]([CH3:31])[CH2:29][OH:30])[C:21]3=[O:27])=[O:14])[CH:5]=[CH:6][C:7]=1[C:8]([F:11])([F:10])[F:9].C(O)C, predict the reaction product. The product is: [F:1][C:2]1[CH:3]=[C:4]([CH2:12][C:13]([NH:15][C:16]2[C:25]([CH3:26])=[CH:24][CH:23]=[C:22]3[C:17]=2[CH2:18][CH2:19][N:20]([C@H:28]([CH3:31])[CH2:29][OH:30])[C:21]3=[O:27])=[O:14])[CH:5]=[CH:6][C:7]=1[C:8]([F:11])([F:9])[F:10]. (4) Given the reactants C[O:2][C:3](=[O:43])[C:4]1[CH:9]=[CH:8][C:7]([NH:10][C:11]([C@H:13]2[C@H:17]([C:18]3[CH:23]=[CH:22][CH:21]=[C:20]([Cl:24])[C:19]=3[F:25])[C@:16]([C:28]3[CH:33]=[CH:32][C:31]([Cl:34])=[CH:30][C:29]=3[F:35])([C:26]#[N:27])[C@H:15]([CH2:36][C:37]([CH3:40])([CH3:39])[CH3:38])[NH:14]2)=[O:12])=[CH:6][C:5]=1[O:41][CH3:42].[CH:44](=O)[CH2:45][CH2:46][CH:47]=[CH2:48].C(O[BH-](OC(=O)C)OC(=O)C)(=O)C.[Na+].[Li+].[OH-], predict the reaction product. The product is: [Cl:24][C:20]1[C:19]([F:25])=[C:18]([C@@H:17]2[C@:16]([C:28]3[CH:33]=[CH:32][C:31]([Cl:34])=[CH:30][C:29]=3[F:35])([C:26]#[N:27])[C@H:15]([CH2:36][C:37]([CH3:38])([CH3:39])[CH3:40])[N:14]([CH2:48][CH2:47][CH2:46][CH:45]=[CH2:44])[C@H:13]2[C:11]([NH:10][C:7]2[CH:8]=[CH:9][C:4]([C:3]([OH:2])=[O:43])=[C:5]([O:41][CH3:42])[CH:6]=2)=[O:12])[CH:23]=[CH:22][CH:21]=1. (5) Given the reactants [F:1][C:2]1[CH:12]=[C:11]([O:13][CH3:14])[CH:10]=[CH:9][C:3]=1[O:4][CH2:5][CH:6]1[CH2:8][O:7]1.[C:15]1([C:21]2[C:29]3[C:28]([N:30]4[CH2:35][CH2:34][CH:33]([NH2:36])[CH2:32][CH2:31]4)=[N:27][CH:26]=[N:25][C:24]=3[S:23][CH:22]=2)[CH:20]=[CH:19][CH:18]=[CH:17][CH:16]=1, predict the reaction product. The product is: [F:1][C:2]1[CH:12]=[C:11]([O:13][CH3:14])[CH:10]=[CH:9][C:3]=1[O:4][CH2:5][CH:6]([OH:7])[CH2:8][NH:36][CH:33]1[CH2:34][CH2:35][N:30]([C:28]2[C:29]3[C:21]([C:15]4[CH:20]=[CH:19][CH:18]=[CH:17][CH:16]=4)=[CH:22][S:23][C:24]=3[N:25]=[CH:26][N:27]=2)[CH2:31][CH2:32]1.